This data is from Reaction yield outcomes from USPTO patents with 853,638 reactions. The task is: Predict the reaction yield, written as a fraction of the theoretical maximum amount of product (1.0 means a 100% yield; for example, 0.34 means a 34% yield). (1) The reactants are C([O:8][CH2:9][C@@H:10]1[O:15][CH2:14][CH2:13][N:12]([C:16]([O:18][C:19]([CH3:22])([CH3:21])[CH3:20])=[O:17])[CH2:11]1)C1C=CC=CC=1. The catalyst is CCO.[Pd]. The product is [OH:8][CH2:9][C@@H:10]1[O:15][CH2:14][CH2:13][N:12]([C:16]([O:18][C:19]([CH3:22])([CH3:21])[CH3:20])=[O:17])[CH2:11]1. The yield is 0.990. (2) The reactants are [NH2:1][CH2:2][CH:3]([OH:6])[CH2:4][NH2:5].[O-]S([O-])(=O)=O.[Na+].[Na+].[CH:14](=O)[C:15]1[CH:20]=[CH:19][CH:18]=[CH:17][CH:16]=1.[BH4-].[Na+]. The catalyst is C(Cl)Cl.O. The product is [CH2:14]([NH:1][CH2:2][CH:3]([OH:6])[CH2:4][NH:5][CH2:14][C:15]1[CH:20]=[CH:19][CH:18]=[CH:17][CH:16]=1)[C:15]1[CH:20]=[CH:19][CH:18]=[CH:17][CH:16]=1. The yield is 0.620. (3) The reactants are [OH:1][C:2]1[CH:7]=[CH:6][C:5]([C:8]2[C:9](=[O:23])[C:10]([CH3:22])([CH3:21])[O:11][C:12]=2[C:13]2[CH:18]=[CH:17][C:16]([O:19][CH3:20])=[CH:15][CH:14]=2)=[CH:4][CH:3]=1.C(=O)([O-])[O-].[Cs+].[Cs+].CN(C=O)C.Cl[CH2:36][C:37]1[CH:38]=[CH:39][C:40]2[N:41]([CH:43]=[CH:44][N:45]=2)[N:42]=1. The catalyst is O. The product is [N:45]1[CH:44]=[CH:43][N:41]2[C:40]=1[CH:39]=[CH:38][C:37]([CH2:36][O:1][C:2]1[CH:3]=[CH:4][C:5]([C:8]3[C:9](=[O:23])[C:10]([CH3:21])([CH3:22])[O:11][C:12]=3[C:13]3[CH:18]=[CH:17][C:16]([O:19][CH3:20])=[CH:15][CH:14]=3)=[CH:6][CH:7]=1)=[N:42]2. The yield is 0.470. (4) The reactants are [Cl-:1].[N+]([C:5]1[CH:10]=[C:9]([N+]([O-])=O)[CH:8]=[CH:7][C:6]=1[N+:14]1[CH:19]=[CH:18][C:17]([C:20]2[CH:25]=[CH:24][NH+:23]=[CH:22][CH:21]=2)=[CH:16][CH:15]=1)([O-])=O.[Cl-].[CH:27](C1C=CC=CC=1N)([CH3:29])[CH3:28]. The catalyst is O. The product is [Cl-:1].[CH:27]([C:5]1[CH:10]=[CH:9][CH:8]=[CH:7][C:6]=1[N+:14]1[CH:19]=[CH:18][C:17]([C:20]2[CH:25]=[CH:24][NH+:23]=[CH:22][CH:21]=2)=[CH:16][CH:15]=1)([CH3:29])[CH3:28].[Cl-:1]. The yield is 0.910.